From a dataset of Forward reaction prediction with 1.9M reactions from USPTO patents (1976-2016). Predict the product of the given reaction. (1) Given the reactants [CH:1]([C:3]1[CH:11]=[CH:10][C:6]([C:7]([OH:9])=[O:8])=[CH:5][CH:4]=1)=O.[CH2:12]([NH2:19])[C:13]1[CH:18]=[CH:17][CH:16]=[CH:15][CH:14]=1.C(O[BH-](OC(=O)C)OC(=O)C)(=O)C.[Na+], predict the reaction product. The product is: [CH2:12]([NH:19][CH2:1][C:3]1[CH:11]=[CH:10][C:6]([C:7]([OH:9])=[O:8])=[CH:5][CH:4]=1)[C:13]1[CH:18]=[CH:17][CH:16]=[CH:15][CH:14]=1. (2) The product is: [C:1]([NH:5][C:6]1[N:11]=[C:10]([NH:12][C:22]2[CH:27]=[CH:26][N:25]=[C:24]([C:28]([F:31])([F:30])[F:29])[CH:23]=2)[N:9]=[C:8]([C:13]2[C:18]([F:19])=[CH:17][CH:16]=[C:15]([F:20])[N:14]=2)[N:7]=1)([CH3:4])([CH3:2])[CH3:3]. Given the reactants [C:1]([NH:5][C:6]1[N:11]=[C:10]([NH2:12])[N:9]=[C:8]([C:13]2[C:18]([F:19])=[CH:17][CH:16]=[C:15]([F:20])[N:14]=2)[N:7]=1)([CH3:4])([CH3:3])[CH3:2].Cl[C:22]1[CH:27]=[CH:26][N:25]=[C:24]([C:28]([F:31])([F:30])[F:29])[CH:23]=1.C([O-])([O-])=O.[Cs+].[Cs+].CC(C1C=C(C(C)C)C(C2C=CC=CC=2P(C2CCCCC2)C2CCCCC2)=C(C(C)C)C=1)C, predict the reaction product. (3) Given the reactants Cl.[CH2:2]([NH:4][OH:5])[CH3:3].[CH:6]([C:8]1[C:16]([CH3:17])=[CH:15][C:14]([S:18]([OH:21])(=[O:20])=[O:19])=[CH:13][C:9]=1[C:10]([OH:12])=[O:11])=O, predict the reaction product. The product is: [CH2:2]([N+:4]([O-:5])=[CH:6][C:8]1[C:16]([CH3:17])=[CH:15][C:14]([S:18]([OH:21])(=[O:19])=[O:20])=[CH:13][C:9]=1[C:10]([OH:12])=[O:11])[CH3:3]. (4) Given the reactants Br[C:2]1[CH:22]=[CH:21][C:5]2[NH:6][C:7]([CH2:9][O:10][C:11]3[CH:16]=[CH:15][C:14]([C:17]([F:20])([F:19])[F:18])=[CH:13][CH:12]=3)=[N:8][C:4]=2[CH:3]=1.C([NH:27][S:28]([C:31]1[CH:36]=[CH:35][C:34]([C:37]([F:40])([F:39])[F:38])=[CH:33][C:32]=1B1OC(C)(C)C(C)(C)O1)(=[O:30])=[O:29])(C)(C)C.C(=O)([O-])[O-].[Na+].[Na+], predict the reaction product. The product is: [F:40][C:37]([F:38])([F:39])[C:34]1[CH:33]=[CH:32][C:31]([S:28]([NH2:27])(=[O:29])=[O:30])=[C:36]([C:2]2[CH:22]=[CH:21][C:5]3[NH:6][C:7]([CH2:9][O:10][C:11]4[CH:16]=[CH:15][C:14]([C:17]([F:20])([F:19])[F:18])=[CH:13][CH:12]=4)=[N:8][C:4]=3[CH:3]=2)[CH:35]=1. (5) Given the reactants [Br:1][C:2]1[CH:7]=[CH:6][C:5]([C:8]([CH3:13])([CH3:12])[C:9]([OH:11])=O)=[CH:4][CH:3]=1.C(OCC)(=O)CC(O)=O.[CH2:23]([NH2:25])[CH3:24].BrC1C=CC([C@H](N)C)=CC=1, predict the reaction product. The product is: [Br:1][C:2]1[CH:3]=[CH:4][C:5]([C:8]([CH3:13])([CH3:12])[C:9]([NH:25][CH2:23][CH3:24])=[O:11])=[CH:6][CH:7]=1. (6) Given the reactants F[C:2]1[C:9]([F:10])=[C:8]([C:11]2[CH:16]=[CH:15][C:14]([NH:17][C:18]([O:20][C:21]([CH3:24])([CH3:23])[CH3:22])=[O:19])=[CH:13][CH:12]=2)[CH:7]=[CH:6][C:3]=1[C:4]#[N:5].O.[NH2:26][NH2:27], predict the reaction product. The product is: [NH2:5][C:4]1[C:3]2[C:2](=[C:9]([F:10])[C:8]([C:11]3[CH:16]=[CH:15][C:14]([NH:17][C:18]([O:20][C:21]([CH3:24])([CH3:23])[CH3:22])=[O:19])=[CH:13][CH:12]=3)=[CH:7][CH:6]=2)[NH:27][N:26]=1.